Dataset: Full USPTO retrosynthesis dataset with 1.9M reactions from patents (1976-2016). Task: Predict the reactants needed to synthesize the given product. (1) Given the product [Cl:1][C:2]1[CH:3]=[C:4]([C:8]2[CH:9]=[C:10]([OH:20])[C:11]([NH:14][CH2:15][C:16]([OH:18])=[O:17])=[N:12][CH:13]=2)[CH:5]=[CH:6][CH:7]=1, predict the reactants needed to synthesize it. The reactants are: [Cl:1][C:2]1[CH:3]=[C:4]([C:8]2[CH:9]=[C:10]([OH:20])[C:11]([NH:14][CH2:15][C:16]([O:18]C)=[O:17])=[N:12][CH:13]=2)[CH:5]=[CH:6][CH:7]=1.[OH-].[Na+].Cl. (2) Given the product [C:1]([C:3]1[CH:4]=[C:5]([NH:22][C:23]2[N:28]=[C:27]([NH:29][CH2:30][CH3:31])[C:26]3=[N:41][CH:42]=[C:43]([C:44]#[N:45])[N:25]3[N:24]=2)[C:6]([F:21])=[C:7]([N:9]2[CH2:14][CH2:13][C@@H:12]([NH:15][C:16](=[O:19])[O:17][CH3:18])[C@H:11]([OH:20])[CH2:10]2)[CH:8]=1)#[N:2], predict the reactants needed to synthesize it. The reactants are: [C:1]([C:3]1[CH:4]=[C:5]([NH:22][C:23]2[N:28]=[C:27]([N:29](CC)[CH2:30][C:31]3C=CC(OC)=CC=3)[C:26]3=[N:41][CH:42]=[C:43]([C:44]#[N:45])[N:25]3[N:24]=2)[C:6]([F:21])=[C:7]([N:9]2[CH2:14][CH2:13][C@@H:12]([NH:15][C:16](=[O:19])[O:17][CH3:18])[C@H:11]([OH:20])[CH2:10]2)[CH:8]=1)#[N:2].C1(OC)C=CC=CC=1.C(O)(C(F)(F)F)=O. (3) Given the product [N:17]1([CH2:16][CH2:15][O:1][C:2]2[CH:3]=[CH:4][C:5]([C:6]([O:8][CH2:9][CH3:10])=[O:7])=[CH:11][CH:12]=2)[CH2:22][CH2:21][CH2:20][CH2:19][CH2:18]1, predict the reactants needed to synthesize it. The reactants are: [OH:1][C:2]1[CH:12]=[CH:11][C:5]([C:6]([O:8][CH2:9][CH3:10])=[O:7])=[CH:4][CH:3]=1.Cl.Cl[CH2:15][CH2:16][N:17]1[CH2:22][CH2:21][CH2:20][CH2:19][CH2:18]1.C(=O)([O-])[O-].[K+].[K+].C(C(C)=O)C. (4) Given the product [CH3:6][C:7]([CH3:30])([CH3:29])[CH2:8][C:9]1[N:10]=[C:11]([CH:14]([NH:3][CH2:1][CH3:2])[CH2:15][C:16]2[CH:21]=[CH:20][C:19]([C:22]3[CH:27]=[CH:26][CH:25]=[CH:24][N:23]=3)=[CH:18][CH:17]=2)[NH:12][CH:13]=1, predict the reactants needed to synthesize it. The reactants are: [CH2:1]([NH2:3])[CH3:2].[Cl-].[Cl-].[CH3:6][C:7]([CH3:30])([CH3:29])[CH2:8][C:9]1[N:10]=[C:11]([CH:14](F)[CH2:15][C:16]2[CH:21]=[CH:20][C:19]([C:22]3[CH:27]=[CH:26][CH:25]=[CH:24][NH+:23]=3)=[CH:18][CH:17]=2)[NH2+:12][CH:13]=1. (5) Given the product [Cl:1][C:2]1[CH:7]=[C:6]([CH3:8])[CH:5]=[CH:4][C:3]=1[CH2:9][CH:3]([CH3:4])[C:2]([Cl:1])=[O:11], predict the reactants needed to synthesize it. The reactants are: [Cl:1][C:2]1[CH:7]=[C:6]([CH3:8])[CH:5]=[CH:4][C:3]=1[CH2:9]Cl.[OH-:11].[K+]. (6) Given the product [C:16]1([CH2:22][O:23][C:24]([NH:26][C@H:27]([C:32]([NH:1][CH:2]2[CH2:8][CH2:7][CH2:6][N:5]([C:9]([O:11][C:12]([CH3:15])([CH3:14])[CH3:13])=[O:10])[CH2:4][CH2:3]2)=[O:33])[CH2:28][CH:29]([CH3:30])[CH3:31])=[O:25])[CH:17]=[CH:18][CH:19]=[CH:20][CH:21]=1, predict the reactants needed to synthesize it. The reactants are: [NH2:1][CH:2]1[CH2:8][CH2:7][CH2:6][N:5]([C:9]([O:11][C:12]([CH3:15])([CH3:14])[CH3:13])=[O:10])[CH2:4][CH2:3]1.[C:16]1([CH2:22][O:23][C:24]([NH:26][C@H:27]([C:32](O)=[O:33])[CH2:28][CH:29]([CH3:31])[CH3:30])=[O:25])[CH:21]=[CH:20][CH:19]=[CH:18][CH:17]=1.C(Cl)CCl. (7) The reactants are: [NH:1]1[CH:5]=[CH:4][N:3]=[C:2]1[C:6]1[C:14]2[C:9](=[CH:10][CH:11]=[CH:12][CH:13]=2)[N:8]([S:15]([C:18]2[CH:23]=[CH:22][CH:21]=[CH:20][CH:19]=2)(=[O:17])=[O:16])[CH:7]=1.[H-].[Na+].[C:26]1([S:32](Cl)(=[O:34])=[O:33])[CH:31]=[CH:30][CH:29]=[CH:28][CH:27]=1. Given the product [C:18]1([S:15]([N:8]2[C:9]3[C:14](=[CH:13][CH:12]=[CH:11][CH:10]=3)[C:6]([C:2]3[N:3]([S:32]([C:26]4[CH:31]=[CH:30][CH:29]=[CH:28][CH:27]=4)(=[O:34])=[O:33])[CH:4]=[CH:5][N:1]=3)=[CH:7]2)(=[O:17])=[O:16])[CH:23]=[CH:22][CH:21]=[CH:20][CH:19]=1, predict the reactants needed to synthesize it. (8) Given the product [Cl:1][C:2]1[CH:10]=[C:9]([O:11][CH:12]([CH3:14])[CH3:13])[C:8]([N:15]2[CH:19]=[CH:18][CH:17]=[N:16]2)=[CH:7][C:3]=1[C:4]([NH:6][C:20](=[O:24])[NH:26][C:27]1[S:28][C:29]2[CH:35]=[C:34]([S:36]([CH:39]3[CH2:44][CH2:43][NH:42][CH2:41][CH2:40]3)(=[O:38])=[O:37])[CH:33]=[CH:32][C:30]=2[N:31]=1)=[O:5], predict the reactants needed to synthesize it. The reactants are: [Cl:1][C:2]1[CH:10]=[C:9]([O:11][CH:12]([CH3:14])[CH3:13])[C:8]([N:15]2[CH:19]=[CH:18][CH:17]=[N:16]2)=[CH:7][C:3]=1[C:4]([NH2:6])=[O:5].[C:20](Cl)(=[O:24])C(Cl)=O.[NH2:26][C:27]1[S:28][C:29]2[CH:35]=[C:34]([S:36]([CH:39]3[CH2:44][CH2:43][N:42](C(OC(C)(C)C)=O)[CH2:41][CH2:40]3)(=[O:38])=[O:37])[CH:33]=[CH:32][C:30]=2[N:31]=1. (9) The reactants are: [C:1]1(=[O:12])[O:7][C:5](=[O:6])[C:4]2=[CH:8][CH:9]=[CH:10][CH:11]=[C:3]2[CH2:2]1.[Cl:13][C:14]1[CH:19]=[CH:18][CH:17]=[CH:16][CH:15]=1. Given the product [Cl:13][C:14]1[CH:19]=[CH:18][C:17]([C:1](=[O:12])[CH2:2][C:3]2[CH:11]=[CH:10][CH:9]=[CH:8][C:4]=2[C:5]([OH:7])=[O:6])=[CH:16][CH:15]=1, predict the reactants needed to synthesize it.